From a dataset of Full USPTO retrosynthesis dataset with 1.9M reactions from patents (1976-2016). Predict the reactants needed to synthesize the given product. (1) Given the product [Cl:1][C:2]1[CH:7]=[CH:6][C:5]([C:8]2[N:12]([C:13]3[CH:18]=[CH:17][C:16]([Cl:19])=[CH:15][C:14]=3[Cl:20])[N:11]=[C:10]([C:21]([O-:23])=[O:22])[C:9]=2[S:26][CH3:27])=[CH:4][CH:3]=1.[Li+:29], predict the reactants needed to synthesize it. The reactants are: [Cl:1][C:2]1[CH:7]=[CH:6][C:5]([C:8]2[N:12]([C:13]3[CH:18]=[CH:17][C:16]([Cl:19])=[CH:15][C:14]=3[Cl:20])[N:11]=[C:10]([C:21]([O:23]CC)=[O:22])[C:9]=2[S:26][CH3:27])=[CH:4][CH:3]=1.O[Li:29].O. (2) The reactants are: CO.[H-].[Na+].Cl[C:6]1[N:10]([CH3:11])[N:9]=[C:8]([C:12]2[CH:17]=[CH:16][C:15]([O:18][CH:19]([CH3:21])[CH3:20])=[C:14]([CH3:22])[CH:13]=2)[C:7]=1[CH:23]=[O:24].[O:25]1CCC[CH2:26]1. Given the product [CH:23]([C:7]1[C:8]([C:12]2[CH:17]=[CH:16][C:15]([O:18][CH:19]([CH3:21])[CH3:20])=[C:14]([CH3:22])[CH:13]=2)=[N:9][N:10]([CH3:11])[C:6]=1[O:25][CH3:26])=[O:24], predict the reactants needed to synthesize it. (3) Given the product [ClH:21].[F:1][C:2]1[C:3]([NH2:20])=[N:4][C:5]([NH:8][C:9]2[CH:14]=[CH:13][CH:12]=[C:11]([O:15][CH2:16][CH2:17][NH:18][CH3:19])[CH:10]=2)=[N:6][CH:7]=1, predict the reactants needed to synthesize it. The reactants are: [F:1][C:2]1[C:3]([NH2:20])=[N:4][C:5]([NH:8][C:9]2[CH:14]=[CH:13][CH:12]=[C:11]([O:15][CH2:16][CH2:17][NH:18][CH3:19])[CH:10]=2)=[N:6][CH:7]=1.[ClH:21]. (4) Given the product [C:16]([NH:15][CH:12]1[CH2:11][CH2:10][CH2:9][CH2:14][CH2:13]1)([NH:17][CH:18]1[CH2:23][CH2:22][CH2:21][CH2:20][CH2:19]1)=[O:1], predict the reactants needed to synthesize it. The reactants are: [OH:1]N1C(=O)CCC1=O.[CH2:9]1[CH2:14][CH2:13][CH:12]([N:15]=[C:16]=[N:17][CH:18]2[CH2:23][CH2:22][CH2:21][CH2:20][CH2:19]2)[CH2:11][CH2:10]1. (5) Given the product [CH3:11][C:8]1[N:5]2[CH:6]=[CH:7][C:2]([B:15]([OH:19])[OH:16])=[CH:3][C:4]2=[N:10][N:9]=1, predict the reactants needed to synthesize it. The reactants are: Br[C:2]1[CH:7]=[CH:6][N:5]2[C:8]([CH3:11])=[N:9][N:10]=[C:4]2[CH:3]=1.C(Cl)Cl.[B:15]1(B2OC(C)(C)C(C)(C)O2)[O:19]C(C)(C)C(C)(C)[O:16]1.CC([O-])=O.[K+]. (6) Given the product [Cl:1][C:2]1[CH:3]=[C:4]([N:12]2[CH2:17][CH2:16][O:15][CH2:14][CH2:13]2)[N:5]=[C:6]([N:18]2[CH2:21][CH:20]([OH:22])[CH2:19]2)[N:7]=1, predict the reactants needed to synthesize it. The reactants are: [Cl:1][C:2]1[N:7]=[C:6](S(C)(=O)=O)[N:5]=[C:4]([N:12]2[CH2:17][CH2:16][O:15][CH2:14][CH2:13]2)[CH:3]=1.[NH:18]1[CH2:21][CH:20]([OH:22])[CH2:19]1.CCN(C(C)C)C(C)C.CN(C=O)C.